Dataset: Full USPTO retrosynthesis dataset with 1.9M reactions from patents (1976-2016). Task: Predict the reactants needed to synthesize the given product. (1) Given the product [CH2:1]([O:3][C:4](=[O:28])[CH2:5][O:6][CH2:7][C:8]([NH2:13])([C:21]1[CH:26]=[CH:25][CH:24]=[C:23]([Br:27])[CH:22]=1)[C:9]([F:10])([F:12])[F:11])[CH3:2], predict the reactants needed to synthesize it. The reactants are: [CH2:1]([O:3][C:4](=[O:28])[CH2:5][O:6][CH2:7][C:8]([C:21]1[CH:26]=[CH:25][CH:24]=[C:23]([Br:27])[CH:22]=1)([NH:13]C(OC(C)(C)C)=O)[C:9]([F:12])([F:11])[F:10])[CH3:2].Cl.O1CCOCC1. (2) Given the product [Cl:14][C:15]1[CH:20]=[C:19]([Cl:21])[CH:18]=[CH:17][C:16]=1[CH2:22][CH2:23][C:24]1[O:11][C:10]([C:8]2[CH:7]=[CH:6][C:5]3[NH:1][CH:2]=[N:3][C:4]=3[CH:9]=2)=[N:12][N:13]=1, predict the reactants needed to synthesize it. The reactants are: [N:1]1[C:5]2[CH:6]=[CH:7][C:8]([C:10]([NH:12][NH2:13])=[O:11])=[CH:9][C:4]=2[NH:3][CH:2]=1.[Cl:14][C:15]1[CH:20]=[C:19]([Cl:21])[CH:18]=[CH:17][C:16]=1[CH2:22][CH2:23][C:24](O)=O. (3) The reactants are: [Cl:1][C:2]1[C:3]2[CH2:11][CH2:10][N:9]([C:12]([C:14]3[CH:19]=[CH:18][CH:17]=[C:16]([C:20]([F:23])([F:22])[F:21])[C:15]=3[Cl:24])=[O:13])[CH2:8][C:4]=2[N:5]=[CH:6][N:7]=1.ClC1C(C(F)(F)F)=CC=CC=1C(O)=O.CCN=C=NCCCN(C)C.[CH:50]1[CH:51]=[CH:52][C:53]2[N:58]([OH:59])[N:57]=[N:56][C:54]=2[CH:55]=1. Given the product [Cl:1][C:2]1[C:3]2[CH2:11][CH2:10][N:9]([C:12]([C:14]3[CH:19]=[CH:18][CH:17]=[C:16]([C:20]([F:23])([F:21])[F:22])[C:15]=3[Cl:24])=[O:13])[CH2:8][C:4]=2[N:5]=[CH:6][N:7]=1.[N:58]1([O:59][C:2]2[C:3]3[CH2:11][CH2:10][N:9]([C:12]([C:14]4[CH:19]=[CH:18][CH:17]=[C:16]([C:20]([F:23])([F:22])[F:21])[C:15]=4[Cl:24])=[O:13])[CH2:8][C:4]=3[N:5]=[CH:6][N:7]=2)[C:53]2[CH:52]=[CH:51][CH:50]=[CH:55][C:54]=2[N:56]=[N:57]1, predict the reactants needed to synthesize it. (4) Given the product [C:16]1([C:35]2[CH:40]=[CH:39][CH:38]=[CH:37][CH:36]=2)[CH:17]=[CH:18][CH:19]=[C:20]([C:15]2[C:2]([C:45]3[C:46]4[C:41](=[CH:47][CH:48]=[CH:54][CH:55]=4)[CH:42]=[CH:43][CH:44]=3)=[N:3][C:4]3[C:13]([CH:14]=2)=[CH:12][CH:11]=[C:10]2[C:5]=3[N:6]=[CH:7][CH:8]=[CH:9]2)[CH:21]=1, predict the reactants needed to synthesize it. The reactants are: Br[C:2]1[CH:15]=[CH:14][C:13]2[C:4](=[C:5]3[C:10](=[CH:11][CH:12]=2)[CH:9]=[CH:8][CH:7]=[N:6]3)[N:3]=1.[C:16]1([C:35]2[CH:40]=[CH:39][CH:38]=[CH:37][CH:36]=2)[CH:21]=[CH:20][CH:19]=[C:18](C2C3C(=CC=CC=3)C(B(O)O)=CC=2)[CH:17]=1.[C:41]1([CH3:47])[CH:46]=[CH:45][CH:44]=[CH:43][CH:42]=1.[C:48](=O)([O-])[O-].[K+].[K+].[CH2:54](O)[CH3:55]. (5) The reactants are: Br[C:2]1[S:6][C:5]([C:7]2[N:11]=[CH:10][N:9]([CH2:12][O:13][CH2:14][CH2:15][Si:16]([CH3:19])([CH3:18])[CH3:17])[N:8]=2)=[C:4]([CH:20]([C:22]2[CH:27]=[CH:26][C:25]([Cl:28])=[CH:24][CH:23]=2)[OH:21])[CH:3]=1.C[Sn](C)(C)[C:31]1[CH:36]=[CH:35][N:34]=[C:33]([NH:37][C:38](=[O:40])[CH3:39])[CH:32]=1.[Cl-].[Li+]. Given the product [Cl:28][C:25]1[CH:26]=[CH:27][C:22]([CH:20]([OH:21])[C:4]2[CH:3]=[C:2]([C:31]3[CH:36]=[CH:35][N:34]=[C:33]([NH:37][C:38](=[O:40])[CH3:39])[CH:32]=3)[S:6][C:5]=2[C:7]2[N:11]=[CH:10][N:9]([CH2:12][O:13][CH2:14][CH2:15][Si:16]([CH3:19])([CH3:18])[CH3:17])[N:8]=2)=[CH:23][CH:24]=1, predict the reactants needed to synthesize it. (6) Given the product [CH3:1][O:2][C:3](=[O:12])[C:4]1[CH:9]=[CH:8][C:7]([CH3:10])=[C:6]([N:11]=[C:14]=[O:16])[CH:5]=1, predict the reactants needed to synthesize it. The reactants are: [CH3:1][O:2][C:3](=[O:12])[C:4]1[CH:9]=[CH:8][C:7]([CH3:10])=[C:6]([NH2:11])[CH:5]=1.Cl[C:14](Cl)([O:16]C(=O)OC(Cl)(Cl)Cl)Cl.CCN(CC)CC. (7) Given the product [CH2:31]([N:2]([CH2:3][C:4]1[CH:5]=[CH:6][C:7]([NH:10]/[C:11](=[C:18]2\[C:19](=[O:30])[NH:20][C:21]3[C:26]\2=[CH:25][C:24]([N+:27]([O-:29])=[O:28])=[CH:23][CH:22]=3)/[C:12]2[CH:13]=[CH:14][CH:15]=[CH:16][CH:17]=2)=[CH:8][CH:9]=1)[CH2:3][CH2:4][CH2:5][CH3:6])[CH2:32][CH2:33][CH3:34], predict the reactants needed to synthesize it. The reactants are: Cl.[NH2:2][CH2:3][C:4]1[CH:9]=[CH:8][C:7]([NH:10]/[C:11](=[C:18]2\[C:19](=[O:30])[NH:20][C:21]3[C:26]\2=[CH:25][C:24]([N+:27]([O-:29])=[O:28])=[CH:23][CH:22]=3)/[C:12]2[CH:17]=[CH:16][CH:15]=[CH:14][CH:13]=2)=[CH:6][CH:5]=1.[CH:31](=O)[CH2:32][CH2:33][CH3:34].C([BH3-])#N.[Na+]. (8) Given the product [Cl:33][C:2]([Cl:32])([Cl:1])[CH2:3][O:4][C:5]([C@@H:7]1[CH2:12][CH2:11][CH2:10][N:9]([C:13](=[O:31])[C@@H:14]([NH:23][C:24](=[O:26])[C@@H:90]([NH:89][C:36]([O:38][CH2:63][CH:61]2[C:60]3[CH:59]=[CH:58][CH:57]=[CH:56][C:55]=3[C:54]3[C:62]2=[CH:50][CH:51]=[CH:52][CH:53]=3)=[O:37])[CH:91]([CH3:92])[CH3:41])[CH2:15][O:16][CH2:17][C:18]2([CH3:22])[CH2:21][O:20][CH2:19]2)[NH:8]1)=[O:6], predict the reactants needed to synthesize it. The reactants are: [Cl:1][C:2]([Cl:33])([Cl:32])[CH2:3][O:4][C:5]([C@@H:7]1[CH2:12][CH2:11][CH2:10][N:9]([C:13](=[O:31])[C@@H:14]([NH:23][C:24]([O:26]C(C)(C)C)=O)[CH2:15][O:16][CH2:17][C:18]2([CH3:22])[CH2:21][O:20][CH2:19]2)[NH:8]1)=[O:6].FC(F)(F)[C:36]([OH:38])=[O:37].[CH:41](N(CC)C(C)C)(C)C.[CH:50]1[C:62]2[CH:61]([CH2:63]OC(N[C@H](C(O)=O)C(C)C)=O)[C:60]3[C:55](=[CH:56][CH:57]=[CH:58][CH:59]=3)[C:54]=2[CH:53]=[CH:52][CH:51]=1.C[NH3+].F[P-](F)(F)(F)(F)F.N1(OC(N(C)C)=[N+](C)C)C2[N:89]=[CH:90][CH:91]=[CH:92]C=2N=N1.F[P-](F)(F)(F)(F)F.